From a dataset of Full USPTO retrosynthesis dataset with 1.9M reactions from patents (1976-2016). Predict the reactants needed to synthesize the given product. (1) Given the product [C:1]12([C:11]3[C:12]([OH:18])=[C:13]([S:20]([Cl:19])(=[O:22])=[O:21])[CH:14]=[C:15]([CH3:17])[CH:16]=3)[CH2:8][CH:7]3[CH2:9][CH:3]([CH2:4][CH:5]([CH2:6]3)[CH2:10]1)[CH2:2]2, predict the reactants needed to synthesize it. The reactants are: [C:1]12([C:11]3[CH:16]=[C:15]([CH3:17])[CH:14]=[CH:13][C:12]=3[OH:18])[CH2:10][CH:5]3[CH2:6][CH:7]([CH2:9][CH:3]([CH2:4]3)[CH2:2]1)[CH2:8]2.[Cl:19][S:20](O)(=[O:22])=[O:21]. (2) Given the product [F:15][C:16]1[CH:17]=[C:18]([CH:19]=[CH:7][C:2]2[CH:3]=[CH:4][CH:5]=[CH:6][N+:1]=2[O-:8])[CH:21]=[CH:22][CH:23]=1, predict the reactants needed to synthesize it. The reactants are: [N+:1]1([O-:8])[C:2]([CH3:7])=[CH:3][CH:4]=[CH:5][CH:6]=1.C([O-])(C)(C)C.[K+].[F:15][C:16]1[CH:17]=[C:18]([CH:21]=[CH:22][CH:23]=1)[CH:19]=O. (3) Given the product [CH3:8][C:6]1[CH:5]=[C:4]([O:9][C:11]2[CH:16]=[CH:15][CH:14]=[CH:13][CH:12]=2)[CH:3]=[C:2]([CH3:1])[CH:7]=1, predict the reactants needed to synthesize it. The reactants are: [CH3:1][C:2]1[CH:3]=[C:4]([OH:9])[CH:5]=[C:6]([CH3:8])[CH:7]=1.Br[C:11]1[CH:16]=[CH:15][CH:14]=[CH:13][CH:12]=1. (4) Given the product [CH3:1][O:2][C:3]([C:5]1([CH3:21])[C:10](=[O:11])[CH2:9][CH2:8][N:7]([C:12]([O:14][C:15]([CH3:18])([CH3:17])[CH3:16])=[O:13])[CH2:6]1)=[O:4], predict the reactants needed to synthesize it. The reactants are: [CH3:1][O:2][C:3]([CH:5]1[C:10](=[O:11])[CH2:9][CH2:8][N:7]([C:12]([O:14][C:15]([CH3:18])([CH3:17])[CH3:16])=[O:13])[CH2:6]1)=[O:4].[H-].[Na+].[CH3:21]I. (5) Given the product [N:21]1[CH:20]=[CH:19][CH:18]=[N:17][C:16]=1[N:10]1[CH2:15][CH2:14][N:13]([CH2:22][C:2]2[NH:1][C:5]3=[N:6][CH:7]=[CH:8][CH:9]=[C:4]3[CH:3]=2)[CH2:12][CH2:11]1, predict the reactants needed to synthesize it. The reactants are: [NH:1]1[C:5]2=[N:6][CH:7]=[CH:8][CH:9]=[C:4]2[CH:3]=[CH:2]1.[N:10]1([C:16]2[N:21]=[CH:20][CH:19]=[CH:18][N:17]=2)[CH2:15][CH2:14][NH:13][CH2:12][CH2:11]1.[C:22]([O-])(=O)C.[Na+].C=O. (6) Given the product [CH3:32][O:31][C:6]1[CH:7]=[CH:8][C:9]([CH2:11][N:12]2[CH2:17][CH2:16][CH:15]([C:18]3[C:26]4[C:21](=[CH:22][CH:23]=[CH:24][CH:25]=4)[N:20]([CH2:27][CH2:28][O:29][CH3:30])[CH:19]=3)[CH2:14][CH2:13]2)=[CH:10][C:5]=1[C:4]([OH:33])=[O:3], predict the reactants needed to synthesize it. The reactants are: C([O:3][C:4](=[O:33])[C:5]1[CH:10]=[C:9]([CH2:11][N:12]2[CH2:17][CH2:16][CH:15]([C:18]3[C:26]4[C:21](=[CH:22][CH:23]=[CH:24][CH:25]=4)[N:20]([CH2:27][CH2:28][O:29][CH3:30])[CH:19]=3)[CH2:14][CH2:13]2)[CH:8]=[CH:7][C:6]=1[O:31][CH3:32])C.[OH-].[Na+].Cl. (7) The reactants are: [C:1]1([O:7][C:8](=[O:27])[NH:9][C:10]2[S:14][N:13]=[C:12]([S:15]CC3C=CC(OC)=CC=3)[C:11]=2[C:25]#[N:26])[CH:6]=[CH:5][CH:4]=[CH:3][CH:2]=1.FC(F)(F)C(O)=O.C1(OC)C=CC=CC=1. Given the product [C:1]1([O:7][C:8](=[O:27])[NH:9][C:10]2[S:14][N:13]=[C:12]([SH:15])[C:11]=2[C:25]#[N:26])[CH:2]=[CH:3][CH:4]=[CH:5][CH:6]=1, predict the reactants needed to synthesize it. (8) Given the product [F:1][C:2]([F:29])([C:22]1[CH:27]=[CH:26][C:25]([F:28])=[CH:24][CH:23]=1)[C:3]1[N:4]=[C:5]([NH:15][C:16]2[CH:20]=[C:19]([CH3:21])[NH:18][N:17]=2)[C:6]2[S:11][C:10]([O:31][CH3:30])=[N:9][C:7]=2[N:8]=1, predict the reactants needed to synthesize it. The reactants are: [F:1][C:2]([F:29])([C:22]1[CH:27]=[CH:26][C:25]([F:28])=[CH:24][CH:23]=1)[C:3]1[N:4]=[C:5]([NH:15][C:16]2[CH:20]=[C:19]([CH3:21])[NH:18][N:17]=2)[C:6]2[S:11][C:10](S(C)=O)=[N:9][C:7]=2[N:8]=1.[C:30](=O)([O-])[O-:31].[K+].[K+]. (9) Given the product [CH3:9][N:10]([CH2:12][C:13]1[C:21]2[O:20][N:19]=[C:18]([CH2:22][CH2:23][CH:24]3[CH2:29][CH2:28][N:27]([CH2:7][C:2]4[CH:3]=[CH:4][CH:5]=[CH:6][N:1]=4)[CH2:26][CH2:25]3)[C:17]=2[CH:16]=[CH:15][C:14]=1[O:30][CH2:31][CH:32]1[CH2:33][CH2:34]1)[CH3:11], predict the reactants needed to synthesize it. The reactants are: [N:1]1[CH:6]=[CH:5][CH:4]=[CH:3][C:2]=1[CH:7]=O.[CH3:9][N:10]([CH2:12][C:13]1[C:21]2[O:20][N:19]=[C:18]([CH2:22][CH2:23][CH:24]3[CH2:29][CH2:28][NH:27][CH2:26][CH2:25]3)[C:17]=2[CH:16]=[CH:15][C:14]=1[O:30][CH2:31][CH:32]1[CH2:34][CH2:33]1)[CH3:11].